This data is from Reaction yield outcomes from USPTO patents with 853,638 reactions. The task is: Predict the reaction yield, written as a fraction of the theoretical maximum amount of product (1.0 means a 100% yield; for example, 0.34 means a 34% yield). (1) The reactants are [Li]CCCC.[F:6][C:7]1[CH:12]=[CH:11][C:10]([C:13]2[O:14][CH:15]=[CH:16][N:17]=2)=[CH:9][CH:8]=1.[C:18]([C:21]1[CH:26]=[CH:25][N:24]=[CH:23][CH:22]=1)(=[O:20])[CH3:19]. The catalyst is C1COCC1. The product is [F:6][C:7]1[CH:8]=[CH:9][C:10]([C:13]2[O:14][C:15]([C:18]([C:21]3[CH:26]=[CH:25][N:24]=[CH:23][CH:22]=3)([OH:20])[CH3:19])=[CH:16][N:17]=2)=[CH:11][CH:12]=1. The yield is 0.820. (2) The yield is 0.364. The catalyst is C(N(CC)CC)C. The reactants are Br[C:2]1[CH:7]=[CH:6][C:5]([C:8]([C:10]2[CH:15]=[CH:14][C:13]([O:16][CH:17]3[CH2:22][CH2:21][CH2:20][CH2:19][O:18]3)=[CH:12][CH:11]=2)=[O:9])=[CH:4][C:3]=1[F:23].[CH2:24]([N:27]1[CH2:31][CH2:30][CH2:29][CH2:28]1)[C:25]#[CH:26]. The product is [F:23][C:3]1[CH:4]=[C:5]([C:8]([C:10]2[CH:15]=[CH:14][C:13]([O:16][CH:17]3[CH2:22][CH2:21][CH2:20][CH2:19][O:18]3)=[CH:12][CH:11]=2)=[O:9])[CH:6]=[CH:7][C:2]=1[C:26]#[C:25][CH2:24][N:27]1[CH2:31][CH2:30][CH2:29][CH2:28]1. (3) The reactants are [CH3:1][O:2][C:3](=[O:25])[C:4]1[CH:9]=[C:8]([C:10]#[C:11][CH2:12][O:13][CH:14]2[CH2:19][CH2:18][CH2:17][CH2:16][O:15]2)[C:7]([C:20]([F:23])([F:22])[F:21])=[CH:6][C:5]=1[NH2:24]. The catalyst is [Pd].C1COCC1. The product is [CH3:1][O:2][C:3](=[O:25])[C:4]1[CH:9]=[C:8]([CH2:10][CH2:11][CH2:12][O:13][CH:14]2[CH2:19][CH2:18][CH2:17][CH2:16][O:15]2)[C:7]([C:20]([F:21])([F:23])[F:22])=[CH:6][C:5]=1[NH2:24]. The yield is 0.890. (4) The reactants are [OH-:1].[Na+].Cl.[NH2:4]O.[C:6]1([C:12]2([CH2:17][C:18]#[N:19])[O:16][CH2:15][CH2:14][O:13]2)[CH:11]=[CH:10][CH:9]=[CH:8][CH:7]=1. The catalyst is CO. The product is [OH:1][NH:19][C:18](=[NH:4])[CH2:17][C:12]1([C:6]2[CH:7]=[CH:8][CH:9]=[CH:10][CH:11]=2)[O:16][CH2:15][CH2:14][O:13]1. The yield is 0.850. (5) The reactants are [OH:1][C:2]1[CH:12]=[N:11][CH:10]=[CH:9][C:3]=1[C:4]([O:6][CH2:7][CH3:8])=[O:5].[O:13]1[CH2:15][C@H:14]1[CH2:16]OS(C1C=CC=C([N+]([O-])=O)C=1)(=O)=O.C(=O)([O-])[O-].[Cs+].[Cs+]. The catalyst is CN1CCCC1=O. The product is [O:13]1[CH2:15][C@H:14]1[CH2:16][O:1][C:2]1[CH:12]=[N:11][CH:10]=[CH:9][C:3]=1[C:4]([O:6][CH2:7][CH3:8])=[O:5]. The yield is 0.640. (6) The yield is 0.830. The product is [CH3:14][C:6]1[NH:7][C:8]2=[CH:9][N:10]=[CH:11][CH:12]=[C:13]2[C:5]=1[C:3]([O:4][CH3:19])=[O:17]. No catalyst specified. The reactants are ClC(Cl)(Cl)[C:3]([C:5]1[C:13]2[C:8](=[CH:9][N:10]=[CH:11][CH:12]=2)[NH:7][C:6]=1[CH3:14])=[O:4].[OH-:17].[K+].[CH3:19]O. (7) The reactants are [CH:1]([C:3]1[CH:15]=[CH:14][C:6]([O:7][CH2:8][C:9]([O:11]CC)=[O:10])=[CH:5][CH:4]=1)=[O:2].C(C1C=C(C=CC=1)OCC(O)=O)=O. No catalyst specified. The product is [CH:1]([C:3]1[CH:15]=[CH:14][C:6]([O:7][CH2:8][C:9]([OH:11])=[O:10])=[CH:5][CH:4]=1)=[O:2]. The yield is 0.570. (8) The reactants are Cl.FC1C=C(C=CC=1)CN1C=C(C2C3C(=NC=C(C4C=CC(C5CCNCC5)=CC=4)C=3)N(S(C3C=CC(C)=CC=3)(=O)=O)C=2)C=N1.[F:46][C:47]1[CH:52]=[C:51]([C:53]2[CH:54]=[C:55]3[C:61]([C:62]4[CH:66]=[CH:65][N:64]([CH2:67][CH2:68][C:69]5[CH:74]=[CH:73][CH:72]=[CH:71][CH:70]=5)[N:63]=4)=[CH:60][N:59](S(C4C=CC(C)=CC=4)(=O)=O)[C:56]3=[N:57][CH:58]=2)[CH:50]=[CH:49][C:48]=1[CH:85]1[CH2:90][CH2:89][N:88]([C:91]([O:93][C:94]([CH3:97])([CH3:96])[CH3:95])=[O:92])[CH2:87][CH2:86]1.[OH-].[Na+]. The catalyst is C1COCC1.CO.O. The product is [F:46][C:47]1[CH:52]=[C:51]([C:53]2[CH:54]=[C:55]3[C:61]([C:62]4[CH:66]=[CH:65][N:64]([CH2:67][CH2:68][C:69]5[CH:74]=[CH:73][CH:72]=[CH:71][CH:70]=5)[N:63]=4)=[CH:60][NH:59][C:56]3=[N:57][CH:58]=2)[CH:50]=[CH:49][C:48]=1[CH:85]1[CH2:90][CH2:89][N:88]([C:91]([O:93][C:94]([CH3:97])([CH3:96])[CH3:95])=[O:92])[CH2:87][CH2:86]1. The yield is 0.840. (9) The yield is 0.740. The catalyst is C1COCC1.C1C=CC(/C=C/C(/C=C/C2C=CC=CC=2)=O)=CC=1.C1C=CC(/C=C/C(/C=C/C2C=CC=CC=2)=O)=CC=1.C1C=CC(/C=C/C(/C=C/C2C=CC=CC=2)=O)=CC=1.[Pd].[Pd]. The product is [Cl:1][C:2]1[CH:7]=[CH:6][C:5]([C@H:8]2[CH2:12][CH2:11][C@H:10]([C:13]3[CH:18]=[CH:17][C:16]([Cl:19])=[C:15]([N+:20]([O-:22])=[O:21])[CH:14]=3)[N:9]2[C:23]2[CH:24]=[C:25]([C:41]3[CH:42]=[CH:43][C:44]([N:47]4[CH2:48][CH2:49][O:50][CH2:51][CH2:52]4)=[N:45][CH:46]=3)[CH:26]=[CH:27][CH:28]=2)=[CH:4][C:3]=1[N+:30]([O-:32])=[O:31]. The reactants are [Cl:1][C:2]1[CH:7]=[CH:6][C:5]([C@H:8]2[CH2:12][CH2:11][C@H:10]([C:13]3[CH:18]=[CH:17][C:16]([Cl:19])=[C:15]([N+:20]([O-:22])=[O:21])[CH:14]=3)[N:9]2[C:23]2[CH:28]=[CH:27][CH:26]=[C:25](I)[CH:24]=2)=[CH:4][C:3]=1[N+:30]([O-:32])=[O:31].CC1(C)C(C)(C)OB([C:41]2[CH:42]=[CH:43][C:44]([N:47]3[CH2:52][CH2:51][O:50][CH2:49][CH2:48]3)=[N:45][CH:46]=2)O1.P([O-])([O-])([O-])=O.[K+].[K+].[K+].O.